This data is from Forward reaction prediction with 1.9M reactions from USPTO patents (1976-2016). The task is: Predict the product of the given reaction. (1) Given the reactants [CH2:1]([N:8]1[CH2:13][CH2:12][O:11][CH:10]([C:14]([C:25]2[CH:30]=[CH:29][CH:28]=[CH:27][CH:26]=2)([OH:24])[CH2:15][C:16]2[CH:21]=[CH:20][CH:19]=[CH:18][C:17]=2OC)[CH2:9]1)[C:2]1[CH:7]=[CH:6][CH:5]=[CH:4][CH:3]=1.[Br:31]C1C=CC=CC=1C[Mg]Br, predict the reaction product. The product is: [CH2:1]([N:8]1[CH2:13][CH2:12][O:11][CH:10]([C:14]([C:25]2[CH:30]=[CH:29][CH:28]=[CH:27][CH:26]=2)([OH:24])[CH2:15][C:16]2[CH:21]=[CH:20][CH:19]=[CH:18][C:17]=2[Br:31])[CH2:9]1)[C:2]1[CH:7]=[CH:6][CH:5]=[CH:4][CH:3]=1. (2) Given the reactants Br[C:2]1[CH:3]=[C:4]2[C:10]([C:11]3[CH:12]=[C:13]4[C:17](=[CH:18][CH:19]=3)[NH:16][CH:15]=[CH:14]4)=[CH:9][N:8]([S:20]([C:23]3[CH:29]=[CH:28][C:26]([CH3:27])=[CH:25][CH:24]=3)(=[O:22])=[O:21])[C:5]2=[N:6][CH:7]=1.[CH:30]([C:32]1[CH:37]=[CH:36][C:35](B(O)O)=[CH:34][CH:33]=1)=[O:31].C([O-])([O-])=O.[Na+].[Na+], predict the reaction product. The product is: [NH:16]1[C:17]2[C:13](=[CH:12][C:11]([C:10]3[C:4]4[C:5](=[N:6][CH:7]=[C:2]([C:35]5[CH:36]=[CH:37][C:32]([CH:30]=[O:31])=[CH:33][CH:34]=5)[CH:3]=4)[N:8]([S:20]([C:23]4[CH:24]=[CH:25][C:26]([CH3:27])=[CH:28][CH:29]=4)(=[O:21])=[O:22])[CH:9]=3)=[CH:19][CH:18]=2)[CH:14]=[CH:15]1. (3) Given the reactants [CH3:1][C:2]1[CH:3]=[CH:4][C:5]([N:28]2[N:32]=[CH:31][CH:30]=[N:29]2)=[C:6]([C:8]([N:10]2[C@H:16]([CH3:17])[CH2:15][CH2:14][N:13]([C:18]3[O:26]C4C=CC(Cl)=CC=4N=3)[CH2:12][CH2:11]2)=[O:9])[CH:7]=1.C[C:34]1[CH:35]=[CH:36][C:37](N2N=CC=N2)=[C:38]([CH:42]=1)[C:39](O)=[O:40].Cl.C(OC(N1CC[C@@H](C)NCC1)=O)C1C=CC=CC=1.C1C=NC2N(O)N=NC=2C=1.CN1CCOCC1, predict the reaction product. The product is: [CH3:17][C@@H:16]1[CH2:15][CH2:14][N:13]([C:18]([O:40][CH2:39][C:38]2[CH:42]=[CH:34][CH:35]=[CH:36][CH:37]=2)=[O:26])[CH2:12][CH2:11][N:10]1[C:8](=[O:9])[C:6]1[CH:7]=[C:2]([CH3:1])[CH:3]=[CH:4][C:5]=1[N:28]1[N:32]=[CH:31][CH:30]=[N:29]1. (4) Given the reactants [N+]([CH:4]1[N:9]([C:10]([O:12][C:13]([CH3:16])([CH3:15])[CH3:14])=[O:11])[CH2:8][CH2:7][N:6]([C:17]2[CH:22]=[CH:21]C=CN=2)[CH2:5]1)([O-])=O, predict the reaction product. The product is: [C:13]([O:12][C:10]([N:9]1[CH2:4][CH2:5][N:6]([C:17]2[CH:22]=[CH:21][N:6]=[CH:5][C:4]=2[NH2:9])[CH2:7][CH2:8]1)=[O:11])([CH3:14])([CH3:15])[CH3:16]. (5) Given the reactants [OH:1][C:2]1[CH:7]=[CH:6][C:5]2[C:8]3([CH2:19][O:20][C:4]=2[CH:3]=1)[CH2:13][CH2:12][N:11]([CH2:14][CH2:15][C:16]([O-:18])=[O:17])[CH2:10][CH2:9]3.[Cl:21][C:22]1[CH:27]=[CH:26][CH:25]=[C:24]([Cl:28])[C:23]=1F.C([O-])([O-])=O.[K+].[K+], predict the reaction product. The product is: [Cl:21][C:22]1[CH:27]=[CH:26][CH:25]=[C:24]([Cl:28])[C:23]=1[O:1][C:2]1[CH:7]=[CH:6][C:5]2[C:8]3([CH2:19][O:20][C:4]=2[CH:3]=1)[CH2:9][CH2:10][N:11]([CH2:14][CH2:15][C:16]([O:18][C:5]([CH3:8])([CH3:6])[CH3:4])=[O:17])[CH2:12][CH2:13]3. (6) Given the reactants [NH2:1][C:2]1[N:7]=[C:6]([NH:8][CH:9]2[CH2:14][CH2:13][CH2:12][N:11](C(OC(C)(C)C)=O)[CH2:10]2)[CH:5]=[CH:4][C:3]=1[N+:22]([O-:24])=[O:23].[ClH:25], predict the reaction product. The product is: [ClH:25].[N+:22]([C:3]1[C:2]([NH2:1])=[N:7][C:6]([NH:8][CH:9]2[CH2:14][CH2:13][CH2:12][NH:11][CH2:10]2)=[CH:5][CH:4]=1)([O-:24])=[O:23].